Task: Predict which catalyst facilitates the given reaction.. Dataset: Catalyst prediction with 721,799 reactions and 888 catalyst types from USPTO (1) Reactant: [C:1]([C:4]1[CH:9]=[CH:8][N:7]=[CH:6][CH:5]=1)(=O)[CH3:2].C[N:11]([CH:13](OC)OC)C.Cl.[Br:19][C:20]1[CH:25]=[CH:24][C:23]([NH:26]N)=[CH:22][CH:21]=1.C(O)(=O)C.C([O-])(O)=O.[Na+]. Product: [Br:19][C:20]1[CH:25]=[CH:24][C:23]([N:26]2[C:1]([C:4]3[CH:9]=[CH:8][N:7]=[CH:6][CH:5]=3)=[CH:2][CH:13]=[N:11]2)=[CH:22][CH:21]=1. The catalyst class is: 5. (2) Reactant: [CH:1]([C:4]1[CH:9]=[CH:8][CH:7]=[CH:6][C:5]=1[S:10][C:11]1[CH:16]=[CH:15][C:14]([C:17](=[O:19])[CH3:18])=[CH:13][C:12]=1[C:20]([F:23])([F:22])[F:21])([CH3:3])[CH3:2].[H-].[Na+].[C:26](=O)([O:30]CC)[O:27][CH2:28][CH3:29].Cl. Product: [CH2:28]([O:27][C:26](=[O:30])[CH2:18][C:17]([C:14]1[CH:15]=[CH:16][C:11]([S:10][C:5]2[CH:6]=[CH:7][CH:8]=[CH:9][C:4]=2[CH:1]([CH3:3])[CH3:2])=[C:12]([C:20]([F:23])([F:21])[F:22])[CH:13]=1)=[O:19])[CH3:29]. The catalyst class is: 1. (3) Reactant: [Cl:1][C:2]1[CH:7]=[CH:6][CH:5]=[CH:4][C:3]=1[Mg]Cl.[O:10]=[C:11]1[N:15]([C:16]([O:18][C:19]([CH3:22])([CH3:21])[CH3:20])=[O:17])[C@H:14]([C:23]([O:25][CH3:26])=[O:24])[CH2:13][CH2:12]1. Product: [C:19]([O:18][C:16]([NH:15][C@@H:14]([CH2:13][CH2:12][C:11]([C:3]1[CH:4]=[CH:5][CH:6]=[CH:7][C:2]=1[Cl:1])=[O:10])[C:23]([O:25][CH3:26])=[O:24])=[O:17])([CH3:22])([CH3:21])[CH3:20]. The catalyst class is: 1. (4) Reactant: Cl.[CH3:2][O:3][C:4](=[O:14])[C@H:5]([CH2:7][C:8]1[CH:13]=[CH:12][CH:11]=[CH:10][CH:9]=1)[NH2:6].[CH:15](=O)[C:16]1[CH:21]=[CH:20][CH:19]=[CH:18][CH:17]=1.S([O-])([O-])(=O)=O.[Mg+2].C(N(CC)CC)C. Product: [CH3:2][O:3][C:4](=[O:14])[C@H:5]([CH2:7][C:8]1[CH:13]=[CH:12][CH:11]=[CH:10][CH:9]=1)[N:6]=[CH:15][C:16]1[CH:21]=[CH:20][CH:19]=[CH:18][CH:17]=1. The catalyst class is: 2. (5) Reactant: [CH3:1][C:2]1[CH:7]=[C:6]([S:8]([CH3:11])(=[O:10])=[O:9])[CH:5]=[CH:4][C:3]=1[C:12]1[C:13]2[CH:20]=[C:19]([CH2:21][O:22][C:23]3[CH:28]=[CH:27][C:26]([C@@H:29]([C:36]#[C:37][CH3:38])[CH2:30][C:31]([O:33]CC)=[O:32])=[CH:25][CH:24]=3)[CH:18]=[CH:17][C:14]=2[S:15][CH:16]=1.[Li+].[OH-].Cl. Product: [CH3:1][C:2]1[CH:7]=[C:6]([S:8]([CH3:11])(=[O:9])=[O:10])[CH:5]=[CH:4][C:3]=1[C:12]1[C:13]2[CH:20]=[C:19]([CH2:21][O:22][C:23]3[CH:24]=[CH:25][C:26]([C@@H:29]([C:36]#[C:37][CH3:38])[CH2:30][C:31]([OH:33])=[O:32])=[CH:27][CH:28]=3)[CH:18]=[CH:17][C:14]=2[S:15][CH:16]=1. The catalyst class is: 14. (6) Reactant: CN[C:3]([CH2:5][N:6]1[C:10]([NH:11][C:12]([NH:14][C:15]2[CH:20]=[CH:19][CH:18]=[C:17]([Cl:21])[C:16]=2[Cl:22])=[O:13])=[CH:9][C:8]([C:23]([CH3:26])([CH3:25])[CH3:24])=[N:7]1)=[O:4].C(CN1C(NC(NC2C=CC=C(Cl)C=2Cl)=O)=CC(C(C)(C)C)=N1)(O)=O.Cl.CN.C(N(C(C)C)CC)(C)C. Product: [OH:4][CH2:3][CH2:5][N:6]1[C:10]([NH:11][C:12]([NH:14][C:15]2[CH:20]=[CH:19][CH:18]=[C:17]([Cl:21])[C:16]=2[Cl:22])=[O:13])=[CH:9][C:8]([C:23]([CH3:26])([CH3:25])[CH3:24])=[N:7]1. The catalyst class is: 2.